From a dataset of NCI-60 drug combinations with 297,098 pairs across 59 cell lines. Regression. Given two drug SMILES strings and cell line genomic features, predict the synergy score measuring deviation from expected non-interaction effect. (1) Drug 1: C1CC(=O)NC(=O)C1N2CC3=C(C2=O)C=CC=C3N. Drug 2: C1=CN(C=N1)CC(O)(P(=O)(O)O)P(=O)(O)O. Cell line: HOP-62. Synergy scores: CSS=9.18, Synergy_ZIP=-1.06, Synergy_Bliss=3.95, Synergy_Loewe=3.03, Synergy_HSA=1.56. (2) Drug 1: CCCS(=O)(=O)NC1=C(C(=C(C=C1)F)C(=O)C2=CNC3=C2C=C(C=N3)C4=CC=C(C=C4)Cl)F. Drug 2: C1C(C(OC1N2C=C(C(=O)NC2=O)F)CO)O. Cell line: HCC-2998. Synergy scores: CSS=33.1, Synergy_ZIP=-2.40, Synergy_Bliss=-10.3, Synergy_Loewe=-17.1, Synergy_HSA=-15.2. (3) Drug 1: C1CCN(CC1)CCOC2=CC=C(C=C2)C(=O)C3=C(SC4=C3C=CC(=C4)O)C5=CC=C(C=C5)O. Drug 2: CN1CCC(CC1)COC2=C(C=C3C(=C2)N=CN=C3NC4=C(C=C(C=C4)Br)F)OC. Cell line: HL-60(TB). Synergy scores: CSS=-13.3, Synergy_ZIP=9.01, Synergy_Bliss=0.00416, Synergy_Loewe=-9.10, Synergy_HSA=-9.97.